This data is from Reaction yield outcomes from USPTO patents with 853,638 reactions. The task is: Predict the reaction yield, written as a fraction of the theoretical maximum amount of product (1.0 means a 100% yield; for example, 0.34 means a 34% yield). (1) The reactants are Cl.[CH3:2][NH:3][CH:4]1[C:10]2[CH:11]=[CH:12][CH:13]=[CH:14][C:9]=2[CH2:8][CH2:7][C:6]2[CH:15]=[CH:16][CH:17]=[CH:18][C:5]1=2.Br[CH2:20][CH2:21][O:22][C:23]1[CH:28]=[CH:27][C:26]([CH2:29][CH:30]([O:36][CH2:37][CH3:38])[C:31]([O:33][CH2:34][CH3:35])=[O:32])=[CH:25][CH:24]=1.C(=O)([O-])[O-].[K+].[K+].CN(C)C=O. The catalyst is O.C1C=CC=CC=1. The product is [CH2:34]([O:33][C:31](=[O:32])[CH:30]([O:36][CH2:37][CH3:38])[CH2:29][C:26]1[CH:27]=[CH:28][C:23]([O:22][CH2:21][CH2:20][N:3]([CH:4]2[C:5]3[CH:18]=[CH:17][CH:16]=[CH:15][C:6]=3[CH2:7][CH2:8][C:9]3[CH:14]=[CH:13][CH:12]=[CH:11][C:10]2=3)[CH3:2])=[CH:24][CH:25]=1)[CH3:35]. The yield is 0.650. (2) The reactants are [Cl:1][C:2]1[NH:6][C:5]2[CH:7]=[CH:8][C:9]([Cl:11])=[CH:10][C:4]=2[N:3]=1.N12CCN(CC1)CC2.[CH3:20][N:21]([CH3:26])[S:22](Cl)(=[O:24])=[O:23]. The catalyst is CN(C=O)C.C(Cl)Cl.C(OCC)C. The product is [Cl:1][C:2]1[N:6]([S:22]([N:21]([CH3:26])[CH3:20])(=[O:24])=[O:23])[C:5]2[CH:7]=[CH:8][C:9]([Cl:11])=[CH:10][C:4]=2[N:3]=1. The yield is 0.880. (3) The reactants are Cl[C:2]1[C:3]2[C:10]3[CH2:11][CH2:12][C:13]4([CH2:18][C:9]=3[S:8][C:4]=2[N:5]=[CH:6][N:7]=1)[O:17][CH2:16][CH2:15][O:14]4.[F:19][C:20]1[CH:26]=[CH:25][C:23]([NH2:24])=[CH:22][C:21]=1[Cl:27].Cl. The catalyst is C(O)C. The product is [Cl:27][C:21]1[CH:22]=[C:23]([NH:24][C:2]2[C:3]3[C:10]4[CH2:11][CH2:12][C:13]5([CH2:18][C:9]=4[S:8][C:4]=3[N:5]=[CH:6][N:7]=2)[O:17][CH2:16][CH2:15][O:14]5)[CH:25]=[CH:26][C:20]=1[F:19]. The yield is 0.570. (4) The reactants are [C:1]([O:5][CH:6]([C:11]1[C:12]([I:25])=[C:13]2[C:20]3[CH2:21][CH2:22][CH2:23][CH2:24][C:19]=3[S:18][C:14]2=[N:15][C:16]=1[CH3:17])[C:7]([O:9]C)=[O:8])([CH3:4])([CH3:3])[CH3:2].[OH-].[Na+]. The catalyst is O1CCCC1. The product is [C:1]([O:5][CH:6]([C:11]1[C:12]([I:25])=[C:13]2[C:20]3[CH2:21][CH2:22][CH2:23][CH2:24][C:19]=3[S:18][C:14]2=[N:15][C:16]=1[CH3:17])[C:7]([OH:9])=[O:8])([CH3:4])([CH3:2])[CH3:3]. The yield is 0.880.